From a dataset of Peptide-MHC class I binding affinity with 185,985 pairs from IEDB/IMGT. Regression. Given a peptide amino acid sequence and an MHC pseudo amino acid sequence, predict their binding affinity value. This is MHC class I binding data. The MHC is HLA-B46:01 with pseudo-sequence HLA-B46:01. The binding affinity (normalized) is 0.0847. The peptide sequence is NAMGADYYA.